From a dataset of Forward reaction prediction with 1.9M reactions from USPTO patents (1976-2016). Predict the product of the given reaction. (1) The product is: [C:1]([O:5][C:6]([N:8]([CH2:18][C:19]1[CH:20]=[CH:21][C:22]([C:23]([O:25][CH3:26])=[O:24])=[CH:27][CH:28]=1)[CH2:9][CH2:10][C:11]1[CH:16]=[CH:15][CH:14]=[CH:13][C:12]=1[O:17][CH2:39][CH2:38][CH2:37][CH2:36][CH2:35][C:29]1[CH:34]=[CH:33][CH:32]=[CH:31][CH:30]=1)=[O:7])([CH3:3])([CH3:2])[CH3:4]. Given the reactants [C:1]([O:5][C:6]([N:8]([CH2:18][C:19]1[CH:28]=[CH:27][C:22]([C:23]([O:25][CH3:26])=[O:24])=[CH:21][CH:20]=1)[CH2:9][CH2:10][C:11]1[CH:16]=[CH:15][CH:14]=[CH:13][C:12]=1[OH:17])=[O:7])([CH3:4])([CH3:3])[CH3:2].[C:29]1([CH2:35][CH2:36][CH2:37][CH2:38][CH2:39]Br)[CH:34]=[CH:33][CH:32]=[CH:31][CH:30]=1.C(=O)([O-])[O-].[K+].[K+].O, predict the reaction product. (2) Given the reactants [C@H:1]12[CH2:7][C@H:4]([NH:5][CH2:6]1)[CH2:3][N:2]2[C:8]([O:10][C:11]([CH3:14])([CH3:13])[CH3:12])=[O:9].Br[C:16]1[CH:21]=[CH:20][CH:19]=[CH:18][N:17]=1, predict the reaction product. The product is: [N:17]1[CH:18]=[CH:19][CH:20]=[CH:21][C:16]=1[N:5]1[CH2:6][C@@H:1]2[CH2:7][C@H:4]1[CH2:3][N:2]2[C:8]([O:10][C:11]([CH3:14])([CH3:13])[CH3:12])=[O:9].